Dataset: Peptide-MHC class II binding affinity with 134,281 pairs from IEDB. Task: Regression. Given a peptide amino acid sequence and an MHC pseudo amino acid sequence, predict their binding affinity value. This is MHC class II binding data. (1) The peptide sequence is YDRFLANVSTVLTGK. The MHC is DRB1_0404 with pseudo-sequence DRB1_0404. The binding affinity (normalized) is 0.729. (2) The peptide sequence is KKRNLTIMDLHPGSG. The MHC is DRB1_0301 with pseudo-sequence DRB1_0301. The binding affinity (normalized) is 0.374. (3) The peptide sequence is HMARELHPEYYKDC. The MHC is DRB1_0405 with pseudo-sequence DRB1_0405. The binding affinity (normalized) is 0.